This data is from Catalyst prediction with 721,799 reactions and 888 catalyst types from USPTO. The task is: Predict which catalyst facilitates the given reaction. (1) Reactant: [Li+:1].[CH3:2][CH:3]([N-:5][CH:6]([CH3:8])[CH3:7])[CH3:4].[SH:9][C:10]1[S:11][CH:12]=[CH:13][N:14]=1.[CH3:15][C:16](=[O:19])[CH2:17][CH3:18]. Product: [Li+:1].[CH3:2][CH:3]([N-:5][CH:6]([CH3:8])[CH3:7])[CH3:4].[SH:9][C:10]1[S:11][C:12]([C:16]([OH:19])([CH2:17][CH3:18])[CH3:15])=[CH:13][N:14]=1. The catalyst class is: 116. (2) Reactant: [CH:1]1([C:5]2[N:9]3[CH:10]=[CH:11][N:12]=[C:13]([NH2:14])[C:8]3=[C:7]([C:15]3[CH:20]=[CH:19][C:18]([O:21][C:22]4[CH:27]=[CH:26][CH:25]=[C:24]([N+:28]([O-])=O)[CH:23]=4)=[CH:17][CH:16]=3)[N:6]=2)[CH2:4][CH2:3][CH2:2]1.CCO.Cl.C([O-])(O)=O.[Na+]. Product: [NH2:28][C:24]1[CH:23]=[C:22]([CH:27]=[CH:26][CH:25]=1)[O:21][C:18]1[CH:19]=[CH:20][C:15]([C:7]2[N:6]=[C:5]([CH:1]3[CH2:2][CH2:3][CH2:4]3)[N:9]3[CH:10]=[CH:11][N:12]=[C:13]([NH2:14])[C:8]=23)=[CH:16][CH:17]=1. The catalyst class is: 292. (3) Reactant: [NH2:1][C:2]1[C:7]([CH:8]=O)=[CH:6][N:5]=[CH:4][N:3]=1.[C:10](OCC)(=[O:17])[CH2:11][C:12]([O:14][CH2:15][CH3:16])=[O:13].C(=O)([O-])[O-].[K+].[K+].C(N(CC)CC)C. Product: [O:17]=[C:10]1[NH:1][C:2]2[N:3]=[CH:4][N:5]=[CH:6][C:7]=2[CH:8]=[C:11]1[C:12]([O:14][CH2:15][CH3:16])=[O:13]. The catalyst class is: 3. (4) Reactant: [CH:1]([C:3]1[NH:7][CH:6]=[C:5](/[CH:8]=[CH:9]/[C:10]([N:12]([CH3:14])[CH3:13])=[O:11])[CH:4]=1)=O.[C:15]([CH:20]=P(C1C=CC=CC=1)(C1C=CC=CC=1)C1C=CC=CC=1)([O:17][CH2:18][CH3:19])=[O:16]. Product: [CH3:13][N:12]([CH3:14])[C:10](/[CH:9]=[CH:8]/[C:5]1[CH:4]=[C:3](/[CH:1]=[CH:20]/[C:15]([O:17][CH2:18][CH3:19])=[O:16])[NH:7][CH:6]=1)=[O:11]. The catalyst class is: 48.